This data is from Full USPTO retrosynthesis dataset with 1.9M reactions from patents (1976-2016). The task is: Predict the reactants needed to synthesize the given product. (1) Given the product [C:13]([NH:12][C:7]1[C:6]([CH:17]=[O:18])=[CH:5][C:4]2[C:9](=[CH:10][CH:11]=[C:2]([B:24]3[O:28][C:27]([CH3:30])([CH3:29])[C:26]([CH3:32])([CH3:31])[O:25]3)[CH:3]=2)[N:8]=1)([CH3:16])([CH3:15])[CH3:14], predict the reactants needed to synthesize it. The reactants are: Br[C:2]1[CH:3]=[C:4]2[C:9](=[CH:10][CH:11]=1)[N:8]=[C:7]([NH:12][C:13]([CH3:16])([CH3:15])[CH3:14])[C:6]([CH:17]=[O:18])=[CH:5]2.C([O-])(=O)C.[K+].[B:24]1([B:24]2[O:28][C:27]([CH3:30])([CH3:29])[C:26]([CH3:32])([CH3:31])[O:25]2)[O:28][C:27]([CH3:30])([CH3:29])[C:26]([CH3:32])([CH3:31])[O:25]1. (2) Given the product [F:11][C:8]([C:6]1[N:5]=[C:4]([NH2:12])[N:3]=[C:2]([NH:21][C:18]2[C:19]([F:20])=[C:14]([F:13])[CH:24]=[C:16]([F:23])[C:17]=2[F:22])[N:7]=1)([CH3:10])[CH3:9], predict the reactants needed to synthesize it. The reactants are: Cl[C:2]1[N:7]=[C:6]([C:8]([F:11])([CH3:10])[CH3:9])[N:5]=[C:4]([NH2:12])[N:3]=1.[F:13][C:14]1[C:19]([F:20])=[C:18]([NH2:21])[C:17]([F:22])=[C:16]([F:23])N=1.[CH3:24]C([O-])(C)C.[K+].